From a dataset of Reaction yield outcomes from USPTO patents with 853,638 reactions. Predict the reaction yield, written as a fraction of the theoretical maximum amount of product (1.0 means a 100% yield; for example, 0.34 means a 34% yield). (1) The product is [C:26]([O:30][C:31]([N:33]1[CH2:34][CH:35]=[C:36]([C:2]2[CH:3]=[CH:4][C:5]3[O:14][CH2:13][CH2:12][C:11]4[N:7]([N:8]=[C:9]([C:15]5[N:16]([CH2:20][C:21]([F:24])([F:22])[F:23])[N:17]=[CH:18][N:19]=5)[CH:10]=4)[C:6]=3[CH:25]=2)[CH2:37][CH2:38]1)=[O:32])([CH3:29])([CH3:27])[CH3:28]. The reactants are Br[C:2]1[CH:3]=[CH:4][C:5]2[O:14][CH2:13][CH2:12][C:11]3[N:7]([N:8]=[C:9]([C:15]4[N:16]([CH2:20][C:21]([F:24])([F:23])[F:22])[N:17]=[CH:18][N:19]=4)[CH:10]=3)[C:6]=2[CH:25]=1.[C:26]([O:30][C:31]([N:33]1[CH2:38][CH:37]=[C:36](B2OC(C)(C)C(C)(C)O2)[CH2:35][CH2:34]1)=[O:32])([CH3:29])([CH3:28])[CH3:27].C(=O)([O-])[O-].[K+].[K+]. The catalyst is C(OCC)(=O)C. The yield is 0.900. (2) The reactants are [Cl:1][C:2]1[C:3]([NH:12][C:13]2[C:18]([Cl:19])=[CH:17][N:16]=[C:15](Cl)[N:14]=2)=[C:4]([CH:9]=[CH:10][CH:11]=1)[C:5]([NH:7][CH3:8])=[O:6].[NH2:21][C:22]1[CH:23]=[CH:24][C:25]2[N:31]([CH2:32][CH2:33][O:34][CH3:35])[C:30](=[O:36])[CH2:29][CH2:28][CH2:27][C:26]=2[CH:37]=1.C12(CS(O)(=O)=O)C(C)(C)C(CC1)CC2=O.C(O)(C)C. The catalyst is O.C([O-])(O)=O.[Na+]. The product is [Cl:1][C:2]1[C:3]([NH:12][C:13]2[C:18]([Cl:19])=[CH:17][N:16]=[C:15]([NH:21][C:22]3[CH:23]=[CH:24][C:25]4[N:31]([CH2:32][CH2:33][O:34][CH3:35])[C:30](=[O:36])[CH2:29][CH2:28][CH2:27][C:26]=4[CH:37]=3)[N:14]=2)=[C:4]([CH:9]=[CH:10][CH:11]=1)[C:5]([NH:7][CH3:8])=[O:6]. The yield is 0.300. (3) The reactants are [OH:1][C:2]1[CH:7]=[CH:6][C:5]([C:8]2[C:16]3[C:15]([NH:17][C@H:18]([C:20]4[N:25]([C:26]5[CH:31]=[CH:30][CH:29]=[CH:28][CH:27]=5)[C:24](=[O:32])[C:23]5=[C:33]([CH3:36])[CH:34]=[CH:35][N:22]5[N:21]=4)[CH3:19])=[N:14][CH:13]=[N:12][C:11]=3[N:10](COCC[Si](C)(C)C)[CH:9]=2)=[CH:4][C:3]=1[O:45][CH3:46].FC(F)(F)C(O)=O.N. No catalyst specified. The product is [OH:1][C:2]1[CH:7]=[CH:6][C:5]([C:8]2[C:16]3[C:15]([NH:17][C@H:18]([C:20]4[N:25]([C:26]5[CH:31]=[CH:30][CH:29]=[CH:28][CH:27]=5)[C:24](=[O:32])[C:23]5=[C:33]([CH3:36])[CH:34]=[CH:35][N:22]5[N:21]=4)[CH3:19])=[N:14][CH:13]=[N:12][C:11]=3[NH:10][CH:9]=2)=[CH:4][C:3]=1[O:45][CH3:46]. The yield is 0.460. (4) The reactants are CC1(C)C(C)(C)OB([C:9]2[CH:10]=[CH:11][C:12]([C:15]#[N:16])=[N:13][CH:14]=2)O1.[CH3:18][N:19]1[CH:23]=[CH:22][C:21]([NH:24][C:25]([C:27]2[CH:37]=[C:36]([OH:38])[C:30]3[CH2:31][C:32]([CH3:35])([CH3:34])[O:33][C:29]=3[CH:28]=2)=[O:26])=[N:20]1.CCN(CC)CC. The catalyst is C(Cl)Cl.CC([O-])=O.CC([O-])=O.[Cu+2]. The product is [CH3:18][N:19]1[CH:23]=[CH:22][C:21]([NH:24][C:25]([C:27]2[CH:37]=[C:36]([O:38][C:9]3[CH:14]=[N:13][C:12]([C:15]#[N:16])=[CH:11][CH:10]=3)[C:30]3[CH2:31][C:32]([CH3:35])([CH3:34])[O:33][C:29]=3[CH:28]=2)=[O:26])=[N:20]1. The yield is 0.460. (5) The reactants are [NH2:1][C:2]1[C:11]([NH2:12])=[CH:10][C:9]([N:13]2[CH2:18][CH2:17][O:16][CH2:15][CH2:14]2)=[CH:8][C:3]=1[C:4]([O:6][CH3:7])=[O:5].N[C:20](N)=[O:21]. The catalyst is CN(C=O)C.C(Cl)Cl. The product is [N:13]1([C:9]2[CH:8]=[C:3]([C:4]([O:6][CH3:7])=[O:5])[C:2]3[NH:1][C:20](=[O:21])[NH:12][C:11]=3[CH:10]=2)[CH2:18][CH2:17][O:16][CH2:15][CH2:14]1. The yield is 0.620.